From a dataset of Full USPTO retrosynthesis dataset with 1.9M reactions from patents (1976-2016). Predict the reactants needed to synthesize the given product. (1) Given the product [CH3:24][O:25][C:26]1[C:34]2[C:29](=[CH:30][CH:31]=[CH:32][C:33]=2[NH:35][C:15]([C:12]2[N:9]3[CH:10]=[CH:11][C:6]([O:5][CH2:4][CH2:3][O:2][CH3:1])=[CH:7][C:8]3=[N:14][CH:13]=2)=[O:17])[N:28]([CH2:36][C:37]2[CH:38]=[N:39][C:40]([CH3:43])=[CH:41][CH:42]=2)[N:27]=1, predict the reactants needed to synthesize it. The reactants are: [CH3:1][O:2][CH2:3][CH2:4][O:5][C:6]1[CH:11]=[CH:10][N:9]2[C:12]([C:15]([OH:17])=O)=[CH:13][N:14]=[C:8]2[CH:7]=1.C(Cl)(=O)C(Cl)=O.[CH3:24][O:25][C:26]1[C:34]2[C:33]([NH2:35])=[CH:32][CH:31]=[CH:30][C:29]=2[N:28]([CH2:36][C:37]2[CH:38]=[N:39][C:40]([CH3:43])=[CH:41][CH:42]=2)[N:27]=1.C(N(C(C)C)CC)(C)C. (2) Given the product [F:36][C:37]1([F:42])[CH2:41][CH2:40][N:39]([C:2]2[N:7]=[CH:6][C:5]3[O:8][C:9]4[C:14]([C@@:15]5([CH2:19][S:18][C:17]([NH:20][C:21](=[O:27])[O:22][C:23]([CH3:24])([CH3:25])[CH3:26])=[N:16]5)[C:4]=3[CH:3]=2)=[CH:13][C:12]([C:28]2[C:29]([F:34])=[N:30][CH:31]=[CH:32][CH:33]=2)=[CH:11][CH:10]=4)[CH2:38]1, predict the reactants needed to synthesize it. The reactants are: Cl[C:2]1[N:7]=[CH:6][C:5]2[O:8][C:9]3[C:14]([C@@:15]4([CH2:19][S:18][C:17]([NH:20][C:21](=[O:27])[O:22][C:23]([CH3:26])([CH3:25])[CH3:24])=[N:16]4)[C:4]=2[CH:3]=1)=[CH:13][C:12]([C:28]1[C:29]([F:34])=[N:30][CH:31]=[CH:32][CH:33]=1)=[CH:11][CH:10]=3.Cl.[F:36][C:37]1([F:42])[CH2:41][CH2:40][NH:39][CH2:38]1.C[Si]([N-][Si](C)(C)C)(C)C.[Li+]. (3) Given the product [C:1]([N:4]1[CH2:9][CH2:8][N:7]([C:10]2[CH:11]=[CH:12][C:13]([NH:16][C:17](=[O:27])[CH2:18][C:19]3[CH:24]=[C:23]([CH3:25])[C:22]([C:34]4[CH:33]=[CH:32][N:31]=[C:30]([C:29]([F:40])([F:39])[F:28])[CH:35]=4)=[N:21][CH:20]=3)=[N:14][CH:15]=2)[CH2:6][CH2:5]1)(=[O:3])[CH3:2], predict the reactants needed to synthesize it. The reactants are: [C:1]([N:4]1[CH2:9][CH2:8][N:7]([C:10]2[CH:11]=[CH:12][C:13]([NH:16][C:17](=[O:27])[CH2:18][C:19]3[CH:20]=[N:21][C:22](Cl)=[C:23]([CH3:25])[CH:24]=3)=[N:14][CH:15]=2)[CH2:6][CH2:5]1)(=[O:3])[CH3:2].[F:28][C:29]([F:40])([F:39])[C:30]1[CH:35]=[C:34](B(O)O)[CH:33]=[CH:32][N:31]=1.C1(PC2CCCCC2)CCCCC1.[O-]P([O-])([O-])=O.[K+].[K+].[K+]. (4) Given the product [Br-:22].[CH2:23]([N+:1]12[CH2:7][C:4]([C:8]([OH:9])([C:16]3[CH:21]=[CH:20][CH:19]=[CH:18][CH:17]=3)[C:10]3[CH:15]=[CH:14][CH:13]=[CH:12][CH:11]=3)([CH2:5][CH2:6]1)[CH2:3][CH2:2]2)[CH3:24], predict the reactants needed to synthesize it. The reactants are: [N:1]12[CH2:7][C:4]([C:8]([C:16]3[CH:21]=[CH:20][CH:19]=[CH:18][CH:17]=3)([C:10]3[CH:15]=[CH:14][CH:13]=[CH:12][CH:11]=3)[OH:9])([CH2:5][CH2:6]1)[CH2:3][CH2:2]2.[Br:22][CH2:23][CH3:24]. (5) Given the product [CH2:1]([N:8]1[C:9]([C:10]2[CH:15]=[CH:14][CH:13]=[CH:12][CH:11]=2)=[N:28][N:27]=[N:26]1)[C:2]1[CH:7]=[CH:6][CH:5]=[CH:4][CH:3]=1, predict the reactants needed to synthesize it. The reactants are: [CH2:1]([NH:8][C:9](=O)[C:10]1[CH:15]=[CH:14][CH:13]=[CH:12][CH:11]=1)[C:2]1[CH:7]=[CH:6][CH:5]=[CH:4][CH:3]=1.C(Cl)Cl.P(Cl)(Cl)(Cl)(Cl)Cl.[N:26]([Si](C)(C)C)=[N+:27]=[N-:28].